Dataset: Full USPTO retrosynthesis dataset with 1.9M reactions from patents (1976-2016). Task: Predict the reactants needed to synthesize the given product. (1) Given the product [F:1][C:2]1[CH:10]=[CH:9][C:5]([C:6]([NH:19][CH3:18])=[O:7])=[CH:4][C:3]=1[N+:11]([O-:13])=[O:12], predict the reactants needed to synthesize it. The reactants are: [F:1][C:2]1[CH:10]=[CH:9][C:5]([C:6](O)=[O:7])=[CH:4][C:3]=1[N+:11]([O-:13])=[O:12].C(Cl)CCl.[CH3:18][NH2:19]. (2) Given the product [F:41][C:68]1[CH:67]=[CH:69][C:35]([C:73](=[O:74])[NH:48][C@@H:49]([CH2:58][O:59][CH3:60])[C@@H:50]([OH:51])[C:52]2[CH:53]=[CH:54][CH:55]=[CH:56][CH:57]=2)=[CH:34][C:33]=1[C:15]1[N:16]=[C:17]2[CH:22]=[C:21]([CH3:23])[CH:20]=[CH:19][N:18]2[C:14]=1[C:12]([NH2:11])=[O:13], predict the reactants needed to synthesize it. The reactants are: FC1C=CC(C(O)=O)=CC=1[NH:11][C:12]([C:14]1[N:18]2[CH:19]=[CH:20][C:21]([CH3:23])=[CH:22][C:17]2=[N:16][CH:15]=1)=[O:13].CN(C(ON1N=N[C:34]2[CH:35]=CC=N[C:33]1=2)=[N+](C)C)C.[F:41][P-](F)(F)(F)(F)F.[NH2:48][C@@H:49]([CH2:58][O:59][CH3:60])[C@H:50]([C:52]1[CH:57]=[CH:56][CH:55]=[CH:54][CH:53]=1)[OH:51].C(N([CH:67]([CH3:69])[CH3:68])CC)(C)C.CN([CH:73]=[O:74])C.